Predict the reaction yield, written as a fraction of the theoretical maximum amount of product (1.0 means a 100% yield; for example, 0.34 means a 34% yield). From a dataset of Reaction yield outcomes from USPTO patents with 853,638 reactions. (1) The reactants are [Cl:1][C:2]1[CH:7]=[CH:6][C:5]([N+:8]([O-:10])=[O:9])=[C:4](F)[CH:3]=1.[CH3:12][O:13][C:14]1[CH:19]=[CH:18][C:17]([OH:20])=[CH:16][CH:15]=1.C([O-])([O-])=O.[K+].[K+]. The catalyst is CN(C=O)C. The product is [Cl:1][C:2]1[CH:7]=[CH:6][C:5]([N+:8]([O-:10])=[O:9])=[C:4]([O:20][C:17]2[CH:18]=[CH:19][C:14]([O:13][CH3:12])=[CH:15][CH:16]=2)[CH:3]=1. The yield is 0.980. (2) The reactants are [NH2:1][C:2]1[CH:10]=[C:9]2[C:5]([C:6]3[C:14]([C:15]4[CH:20]=[CH:19][CH:18]=[C:17]([N:21]5[CH2:29][C:28]6[C:23](=[CH:24][C:25]([Cl:30])=[CH:26][CH:27]=6)[C:22]5=[O:31])[C:16]=4[CH3:32])=[CH:13][N:12]=[C:11]([C:33]([NH2:35])=[O:34])[C:7]=3[NH:8]2)=[CH:4][CH:3]=1.[O:36]1[CH2:40][CH2:39][C:38](=O)[CH2:37]1.C(O)(=O)C.C(O[BH-](OC(=O)C)OC(=O)C)(=O)C.[Na+]. The catalyst is ClCCl.C1COCC1.CS(C)=O.CO.O.CCOC(C)=O. The product is [Cl:30][C:25]1[CH:24]=[C:23]2[C:28]([CH2:29][N:21]([C:17]3[C:16]([CH3:32])=[C:15]([C:14]4[C:6]5[C:5]6[C:9](=[CH:10][C:2]([NH:1][CH:38]7[CH2:39][CH2:40][O:36][CH2:37]7)=[CH:3][CH:4]=6)[NH:8][C:7]=5[C:11]([C:33]([NH2:35])=[O:34])=[N:12][CH:13]=4)[CH:20]=[CH:19][CH:18]=3)[C:22]2=[O:31])=[CH:27][CH:26]=1. The yield is 0.0279. (3) The reactants are [F:1][C:2]1[CH:7]=[CH:6][CH:5]=[C:4]([F:8])[C:3]=1[N:9]1[C:14]2[N:15]=[C:16](S(C)=O)[N:17]=[C:18]([C:19]3[CH:20]=[C:21]([CH:32]=[CH:33][C:34]=3[CH3:35])[C:22]([NH:24][C:25]3[CH:30]=[CH:29][C:28]([F:31])=[CH:27][CH:26]=3)=[O:23])[C:13]=2[CH2:12][NH:11][C:10]1=[O:39].[CH3:40][C:41]([NH:44][CH2:45][CH2:46][CH2:47][NH2:48])([CH3:43])[CH3:42]. The catalyst is C1COCC1. The product is [F:1][C:2]1[CH:7]=[CH:6][CH:5]=[C:4]([F:8])[C:3]=1[N:9]1[C:14]2[N:15]=[C:16]([NH:48][CH2:47][CH2:46][CH2:45][NH:44][C:41]([CH3:43])([CH3:42])[CH3:40])[N:17]=[C:18]([C:19]3[CH:20]=[C:21]([CH:32]=[CH:33][C:34]=3[CH3:35])[C:22]([NH:24][C:25]3[CH:30]=[CH:29][C:28]([F:31])=[CH:27][CH:26]=3)=[O:23])[C:13]=2[CH2:12][NH:11][C:10]1=[O:39]. The yield is 0.800. (4) The reactants are [O:1]=[C:2]([CH2:6][CH3:7])[C:3]([OH:5])=[O:4].[CH2:8](O)[C:9]1[CH:14]=[CH:13][CH:12]=[CH:11][CH:10]=1.O. The yield is 0.600. The product is [CH2:8]([O:4][C:3](=[O:5])[C:2](=[O:1])[CH2:6][CH3:7])[C:9]1[CH:14]=[CH:13][CH:12]=[CH:11][CH:10]=1. The catalyst is C1C=CC=CC=1. (5) The reactants are [O:1]1[CH:7]2[CH:2]1CC(CC[Si](OC)(OC)OC)[CH2:5][CH2:6]2.COC([SiH3])(OC)OC.C1([Si](OC)(OC)OC)C=CC=CC=1.[C:38](O)(=O)[C:39]([OH:41])=[O:40]. The catalyst is CO.O. The product is [C:39]([O:41][CH:6]([CH3:5])[CH2:7][O:1][CH3:2])(=[O:40])[CH3:38]. The yield is 1.00. (6) The reactants are [Cl-].O[NH3+:3].[C:4](=[O:7])([O-])[OH:5].[Na+].CS(C)=O.[CH3:13][O:14][C:15]1[CH:20]=[CH:19][C:18]([N:21]2[C:26](=[O:27])[C:25]([CH2:28][C:29]3[CH:34]=[CH:33][C:32]([C:35]4[C:36]([C:41]#[N:42])=[CH:37][CH:38]=[CH:39][CH:40]=4)=[CH:31][CH:30]=3)=[C:24]([CH2:43][CH2:44][CH3:45])[N:23]3[N:46]=[CH:47][N:48]=[C:22]23)=[CH:17][CH:16]=1. The catalyst is C(OCC)(=O)C. The product is [CH3:13][O:14][C:15]1[CH:16]=[CH:17][C:18]([N:21]2[C:26](=[O:27])[C:25]([CH2:28][C:29]3[CH:34]=[CH:33][C:32]([C:35]4[CH:40]=[CH:39][CH:38]=[CH:37][C:36]=4[C:41]4[NH:3][C:4](=[O:7])[O:5][N:42]=4)=[CH:31][CH:30]=3)=[C:24]([CH2:43][CH2:44][CH3:45])[N:23]3[N:46]=[CH:47][N:48]=[C:22]23)=[CH:19][CH:20]=1. The yield is 0.630. (7) The reactants are [Cl:1][C:2]1[CH:3]=[C:4]([NH:13][CH:14]2[CH2:18][CH2:17][CH2:16][CH2:15]2)[C:5]([CH3:12])=[C:6]([CH:11]=1)[C:7]([O:9][CH3:10])=[O:8].[C:19](=O)([O-])[O-].[Cs+].[Cs+].CI. The catalyst is C(#N)C. The product is [Cl:1][C:2]1[CH:3]=[C:4]([N:13]([CH:14]2[CH2:18][CH2:17][CH2:16][CH2:15]2)[CH3:19])[C:5]([CH3:12])=[C:6]([CH:11]=1)[C:7]([O:9][CH3:10])=[O:8]. The yield is 0.950.